From a dataset of Full USPTO retrosynthesis dataset with 1.9M reactions from patents (1976-2016). Predict the reactants needed to synthesize the given product. (1) Given the product [Br:1][C:2]1[CH:7]=[CH:6][C:5]([O:8][CH2:16][CH2:17][O:18][CH:19]2[CH2:24][CH2:23][CH2:22][CH2:21][O:20]2)=[CH:4][N:3]=1, predict the reactants needed to synthesize it. The reactants are: [Br:1][C:2]1[CH:7]=[CH:6][C:5]([OH:8])=[CH:4][N:3]=1.C(=O)([O-])[O-].[Cs+].[Cs+].Br[CH2:16][CH2:17][O:18][CH:19]1[CH2:24][CH2:23][CH2:22][CH2:21][O:20]1. (2) Given the product [CH:1]1([C:5]2[CH:10]=[CH:9][C:8]([O:11][CH3:12])=[CH:7][N:6]=2)[CH2:2][CH2:3][CH2:4]1, predict the reactants needed to synthesize it. The reactants are: [C:1]1([C:5]2[CH:10]=[CH:9][C:8]([O:11][CH3:12])=[CH:7][N:6]=2)[CH2:4][CH2:3][CH:2]=1.